Dataset: Full USPTO retrosynthesis dataset with 1.9M reactions from patents (1976-2016). Task: Predict the reactants needed to synthesize the given product. (1) Given the product [C:1]([O:5][C:6]([N:8]([CH2:15][C:16]1[CH:21]=[C:20]([C:22]([O:24][CH2:25][CH3:26])=[O:23])[CH:19]=[CH:18][N:17]=1)[CH2:9][CH2:10][CH2:11][CH2:12][CH2:13][N:29]([CH3:30])[CH3:28])=[O:7])([CH3:4])([CH3:2])[CH3:3], predict the reactants needed to synthesize it. The reactants are: [C:1]([O:5][C:6]([N:8]([CH2:15][C:16]1[CH:21]=[C:20]([C:22]([O:24][CH2:25][CH3:26])=[O:23])[CH:19]=[CH:18][N:17]=1)[CH2:9][CH2:10][CH2:11][CH2:12][CH:13]=O)=[O:7])([CH3:4])([CH3:3])[CH3:2].Cl.[CH3:28][NH:29][CH3:30].C(N(CC)CC)C. (2) Given the product [CH3:1][O:2][C:3]([C:5]1[N:6]=[C:7]([Br:25])[C:8]2[C:13]([C:14]=1[OH:15])=[CH:12][CH:11]=[CH:10][C:9]=2[O:16][C:17]1[CH:22]=[CH:21][CH:20]=[CH:19][C:18]=1[O:23][CH3:24])=[O:4], predict the reactants needed to synthesize it. The reactants are: [CH3:1][O:2][C:3]([C:5]1[N:6]=[CH:7][C:8]2[C:13]([C:14]=1[OH:15])=[CH:12][CH:11]=[CH:10][C:9]=2[O:16][C:17]1[CH:22]=[CH:21][CH:20]=[CH:19][C:18]=1[O:23][CH3:24])=[O:4].[Br:25]N1C(=O)CCC1=O. (3) Given the product [Br:1][CH2:2][C:3]1([CH2:17][Br:20])[CH2:6][N:5]([S:7]([C:10]2[CH:15]=[CH:14][C:13]([CH3:16])=[CH:12][CH:11]=2)(=[O:9])=[O:8])[CH2:4]1, predict the reactants needed to synthesize it. The reactants are: [Br:1][CH2:2][C:3]1([CH2:17]O)[CH2:6][N:5]([S:7]([C:10]2[CH:15]=[CH:14][C:13]([CH3:16])=[CH:12][CH:11]=2)(=[O:9])=[O:8])[CH2:4]1.C(Br)(Br)(Br)[Br:20].C1C=CC(P(C2C=CC=CC=2)C2C=CC=CC=2)=CC=1.CCOCC. (4) Given the product [Cl:1][C:2]1[CH:3]=[C:4]([CH:16]=[CH:17][CH:18]=1)[O:5][C:6]1[C:11]([F:12])=[CH:10][C:9]([CH2:13][O:14][C:20]2[CH:30]=[C:24]3[N:25]([CH3:29])[CH2:26][CH2:27][CH2:28][N:23]3[C:22](=[O:31])[N:21]=2)=[CH:8][C:7]=1[F:15], predict the reactants needed to synthesize it. The reactants are: [Cl:1][C:2]1[CH:3]=[C:4]([CH:16]=[CH:17][CH:18]=1)[O:5][C:6]1[C:11]([F:12])=[CH:10][C:9]([CH2:13][OH:14])=[CH:8][C:7]=1[F:15].Cl[C:20]1[CH:30]=[C:24]2[N:25]([CH3:29])[CH2:26][CH2:27][CH2:28][N:23]2[C:22](=[O:31])[N:21]=1. (5) Given the product [Cl:2][C:1]([Cl:5])=[C:35]([C:27]1[CH:28]=[C:29]([O:33][CH3:34])[C:30]([F:32])=[CH:31][C:26]=1[F:25])[C:36]([O:38][CH2:39][CH3:40])=[O:37], predict the reactants needed to synthesize it. The reactants are: [C:1]([Cl:5])(Cl)(Cl)[Cl:2].C1(P(C2C=CC=CC=2)C2C=CC=CC=2)C=CC=CC=1.[F:25][C:26]1[CH:31]=[C:30]([F:32])[C:29]([O:33][CH3:34])=[CH:28][C:27]=1[C:35](=O)[C:36]([O:38][CH2:39][CH3:40])=[O:37].